This data is from Forward reaction prediction with 1.9M reactions from USPTO patents (1976-2016). The task is: Predict the product of the given reaction. Given the reactants COCCN(S(F)(F)[F:11])CCOC.[F:14][C:15]1[CH:20]=[CH:19][CH:18]=[CH:17][C:16]=1[C@:21]12[CH2:29][C@@H:28](O)[CH2:27][C@H:26]1[CH2:25][S:24][C:23]([NH:31][C:32](=[O:38])[O:33][C:34]([CH3:37])([CH3:36])[CH3:35])=[N:22]2.O, predict the reaction product. The product is: [F:14][C:15]1[CH:20]=[CH:19][CH:18]=[CH:17][C:16]=1[C@:21]12[CH2:29][C@H:28]([F:11])[CH2:27][C@H:26]1[CH2:25][S:24][C:23]([NH:31][C:32](=[O:38])[O:33][C:34]([CH3:37])([CH3:36])[CH3:35])=[N:22]2.